The task is: Predict the reaction yield, written as a fraction of the theoretical maximum amount of product (1.0 means a 100% yield; for example, 0.34 means a 34% yield).. This data is from Reaction yield outcomes from USPTO patents with 853,638 reactions. (1) The reactants are [C:1]([C:4]1[S:5][CH:6]=[C:7]([C:9]([OH:11])=O)[N:8]=1)(=[O:3])[CH3:2].[NH2:12][C@@H:13]([CH3:29])[CH2:14][N:15]1[CH:19]=[CH:18][C:17]([C:20]2[CH:27]=[CH:26][C:23]([C:24]#[N:25])=[C:22]([Cl:28])[CH:21]=2)=[N:16]1. No catalyst specified. The product is [C:1]([C:4]1[S:5][CH:6]=[C:7]([C:9]([NH:12][C@@H:13]([CH3:29])[CH2:14][N:15]2[CH:19]=[CH:18][C:17]([C:20]3[CH:27]=[CH:26][C:23]([C:24]#[N:25])=[C:22]([Cl:28])[CH:21]=3)=[N:16]2)=[O:11])[N:8]=1)(=[O:3])[CH3:2]. The yield is 0.930. (2) The reactants are [F:1][C@:2]1([CH3:18])[C@H:6]([OH:7])[C@@H:5]([CH2:8][OH:9])[O:4][C@H:3]1[N:10]1[CH:17]=[CH:16][C:14]([NH2:15])=[N:13][C:11]1=[O:12].[C:19](Cl)(=[O:26])[C:20]1[CH:25]=[CH:24][CH:23]=[CH:22][CH:21]=1. The catalyst is N1C=CC=CC=1. The product is [C:19]([NH:15][C:14]1[CH:16]=[CH:17][N:10]([C@@H:3]2[O:4][C@H:5]([CH:8]([C:19](=[O:26])[C:20]3[CH:25]=[CH:24][CH:23]=[CH:22][CH:21]=3)[OH:9])[C@@:6]([C:19](=[O:26])[C:20]3[CH:25]=[CH:24][CH:23]=[CH:22][CH:21]=3)([OH:7])[C@:2]2([F:1])[CH3:18])[C:11](=[O:12])[N:13]=1)(=[O:26])[C:20]1[CH:25]=[CH:24][CH:23]=[CH:22][CH:21]=1. The yield is 0.910. (3) The reactants are [C:1]1([C:7]2[CH:8]=[C:9]([C:22]([NH2:24])=[O:23])[C:10]3[CH:11]=[N:12][N:13]([CH:16]4[CH2:21][CH2:20][CH2:19][NH:18][CH2:17]4)[C:14]=3[CH:15]=2)[CH:6]=[CH:5][CH:4]=[CH:3][CH:2]=1.C(N(CC)CC)C.[F:32][C:33]1[CH:38]=[CH:37][C:36]([S:39](Cl)(=[O:41])=[O:40])=[CH:35][CH:34]=1. The catalyst is CN(C1C=CN=CC=1)C. The product is [F:32][C:33]1[CH:38]=[CH:37][C:36]([S:39]([N:18]2[CH2:19][CH2:20][CH2:21][CH:16]([N:13]3[C:14]4[CH:15]=[C:7]([C:1]5[CH:2]=[CH:3][CH:4]=[CH:5][CH:6]=5)[CH:8]=[C:9]([C:22]([NH2:24])=[O:23])[C:10]=4[CH:11]=[N:12]3)[CH2:17]2)(=[O:41])=[O:40])=[CH:35][CH:34]=1. The yield is 0.210. (4) The reactants are [NH2:1][C:2]1[N:3]=[CH:4][C:5]([C:12]2[CH:13]=[N:14][N:15]([CH:17]3[CH2:22][CH2:21][N:20]([C:23](=[O:25])[CH3:24])[CH2:19][CH2:18]3)[CH:16]=2)=[C:6]2[CH:10]=[C:9](Cl)[O:8][C:7]=12.[F:26][C:27]1[C:32]2[CH:33]=[N:34][S:35][C:31]=2[C:30](B2OC(C)(C)C(C)(C)O2)=[CH:29][CH:28]=1.[C:45](=O)([O-:47])[O-:46].[K+].[K+].O1CCOCC1. The catalyst is C1C=CC([P]([Pd]([P](C2C=CC=CC=2)(C2C=CC=CC=2)C2C=CC=CC=2)([P](C2C=CC=CC=2)(C2C=CC=CC=2)C2C=CC=CC=2)[P](C2C=CC=CC=2)(C2C=CC=CC=2)C2C=CC=CC=2)(C2C=CC=CC=2)C2C=CC=CC=2)=CC=1.O. The product is [CH:45]([OH:47])=[O:46].[CH:45]([OH:47])=[O:46].[NH2:1][C:2]1[N:3]=[CH:4][C:5]([C:12]2[CH:13]=[N:14][N:15]([CH:17]3[CH2:22][CH2:21][N:20]([C:23](=[O:25])[CH3:24])[CH2:19][CH2:18]3)[CH:16]=2)=[C:6]2[CH:10]=[C:9]([C:30]3[C:31]4[S:35][N:34]=[CH:33][C:32]=4[C:27]([F:26])=[CH:28][CH:29]=3)[O:8][C:7]=12. The yield is 0.190. (5) The yield is 0.240. The reactants are Br[C:2]1[S:3][C:4]([C:15]2[NH:16][C:17]([NH2:20])=[N:18][N:19]=2)=[C:5]([C:7]2[CH:12]=[CH:11][C:10]([Cl:13])=[CH:9][C:8]=2[Cl:14])[N:6]=1.C[Sn](C)(C)[C:23]1[CH:28]=[CH:27][N:26]=[C:25]([NH:29][C:30](=[O:33])[O:31][CH3:32])[CH:24]=1.[Cl-].[Li+].O1CCOCC1. The product is [NH2:20][C:17]1[NH:16][C:15]([C:4]2[S:3][C:2]([C:23]3[CH:28]=[CH:27][N:26]=[C:25]([NH:29][C:30](=[O:33])[O:31][CH3:32])[CH:24]=3)=[N:6][C:5]=2[C:7]2[CH:12]=[CH:11][C:10]([Cl:13])=[CH:9][C:8]=2[Cl:14])=[N:19][N:18]=1. The catalyst is [Cu]I.C1C=CC([P]([Pd]([P](C2C=CC=CC=2)(C2C=CC=CC=2)C2C=CC=CC=2)([P](C2C=CC=CC=2)(C2C=CC=CC=2)C2C=CC=CC=2)[P](C2C=CC=CC=2)(C2C=CC=CC=2)C2C=CC=CC=2)(C2C=CC=CC=2)C2C=CC=CC=2)=CC=1. (6) The reactants are Br[C:2]1[CH:3]=[N:4][C:5]2[C:10]([C:11]=1O)=[CH:9][CH:8]=[CH:7][C:6]=2[C:13]([F:16])([F:15])[F:14].FC(F)(F)[C:19]1[CH:20]=[CH:21][CH:22]=[C:23]2[C:28]=1N=CC=C2O.BrBr.[OH-].[Na+]. The catalyst is C(O)(=O)C. The product is [C:5]1([C:2]2[CH:3]=[N:4][C:5]3[C:10]([C:11]=2[C:28]2[CH:19]=[CH:20][CH:21]=[CH:22][CH:23]=2)=[CH:9][CH:8]=[CH:7][C:6]=3[C:13]([F:16])([F:15])[F:14])[CH:10]=[CH:9][CH:8]=[CH:7][CH:6]=1. The yield is 0.830.